Regression. Given a peptide amino acid sequence and an MHC pseudo amino acid sequence, predict their binding affinity value. This is MHC class II binding data. From a dataset of Peptide-MHC class II binding affinity with 134,281 pairs from IEDB. (1) The peptide sequence is IFRHWYWQQPYYIVA. The binding affinity (normalized) is 0.184. The MHC is DRB1_1101 with pseudo-sequence DRB1_1101. (2) The peptide sequence is PKGGAESSSKAALTS. The MHC is DRB1_0301 with pseudo-sequence DRB1_0301. The binding affinity (normalized) is 0.